This data is from Full USPTO retrosynthesis dataset with 1.9M reactions from patents (1976-2016). The task is: Predict the reactants needed to synthesize the given product. (1) Given the product [C:1]([NH:5][C:6]([C:8]1[C:16]2[C:11](=[N:12][CH:13]=[C:14]([C:17]3[C:25]4[C:20](=[CH:21][CH:22]=[C:23]([O:26][CH:27]([F:29])[F:28])[CH:24]=4)[N:19]([CH2:30][CH:31]4[O:36][CH2:35][CH2:34][N:33]([CH3:37])[CH2:32]4)[N:18]=3)[N:15]=2)[NH:10][CH:9]=1)=[O:7])([CH3:4])([CH3:3])[CH3:2], predict the reactants needed to synthesize it. The reactants are: [C:1]([NH:5][C:6]([C:8]1[C:16]2[C:11](=[N:12][CH:13]=[C:14]([C:17]3[C:25]4[C:20](=[CH:21][CH:22]=[C:23]([O:26][CH:27]([F:29])[F:28])[CH:24]=4)[N:19]([CH2:30][CH:31]4[O:36][CH2:35][CH2:34][N:33]([CH3:37])[CH2:32]4)[N:18]=3)[N:15]=2)[N:10](COCC[Si](C)(C)C)[CH:9]=1)=[O:7])([CH3:4])([CH3:3])[CH3:2].FC(F)(F)C(O)=O. (2) Given the product [CH3:21][O:20][C:18](=[O:19])[C:17]1[CH:22]=[CH:23][C:14]([NH:11][CH2:10][C:9]2[C:5]([CH2:1][CH2:2][CH2:3][CH3:4])=[N:6][O:7][C:8]=2[CH3:12])=[N:15][CH:16]=1, predict the reactants needed to synthesize it. The reactants are: [CH2:1]([C:5]1[C:9]([CH2:10][NH2:11])=[C:8]([CH3:12])[O:7][N:6]=1)[CH2:2][CH2:3][CH3:4].Cl[C:14]1[CH:23]=[CH:22][C:17]([C:18]([O:20][CH3:21])=[O:19])=[CH:16][N:15]=1.C(N(CC)C(C)C)(C)C.